Predict the reaction yield, written as a fraction of the theoretical maximum amount of product (1.0 means a 100% yield; for example, 0.34 means a 34% yield). From a dataset of Reaction yield outcomes from USPTO patents with 853,638 reactions. (1) The reactants are C(OC([N:6]1[CH2:11][CH2:10][CH:9]([N:12]2[C:16]3[CH:17]=[CH:18][C:19]([CH3:21])=[CH:20][C:15]=3[N:14]=[C:13]2[CH:22]([CH3:24])[CH3:23])[CH:8]([O:25][CH3:26])[CH2:7]1)=O)C. The catalyst is [OH-].[K+].CCO. The product is [CH:22]([C:13]1[N:12]([CH:9]2[CH2:10][CH2:11][NH:6][CH2:7][CH:8]2[O:25][CH3:26])[C:16]2[CH:17]=[CH:18][C:19]([CH3:21])=[CH:20][C:15]=2[N:14]=1)([CH3:24])[CH3:23]. The yield is 0.180. (2) The reactants are [O:1]=[C:2]1[C:11]2[C:6](=[C:7]([O:21]COCC[Si](C)(C)C)[CH:8]=[C:9]([C:12]3[S:13][CH:14]=[C:15]([C:17]([O:19][CH3:20])=[O:18])[N:16]=3)[CH:10]=2)[N:5]=[CH:4][N:3]1COCC[Si](C)(C)C. The catalyst is O.C(O)=O. The product is [OH:21][C:7]1[CH:8]=[C:9]([C:12]2[S:13][CH:14]=[C:15]([C:17]([O:19][CH3:20])=[O:18])[N:16]=2)[CH:10]=[C:11]2[C:6]=1[N:5]=[CH:4][NH:3][C:2]2=[O:1]. The yield is 0.240. (3) The reactants are [CH3:1][CH2:2][CH2:3][CH2:4][NH:5][C:6]1[CH:7]=[C:8]([C:23](O)=[O:24])[CH:9]=[C:10]([S:19]([NH2:22])(=[O:21])=[O:20])[C:11]=1[O:12]C1C=CC=CC=1.C(N=C=NCCCN(C)C)C.ON1[C:42]2[CH:43]=[CH:44][CH:45]=[CH:46][C:41]=2N=N1.[CH2:47]([NH:54][CH2:55][C:56]1[CH:61]=[CH:60][CH:59]=[CH:58][CH:57]=1)[C:48]1[CH:53]=[CH:52][CH:51]=[CH:50][CH:49]=1.[Cl-].[NH4+]. The catalyst is CN(C)C=O. The product is [CH2:55]([N:54]([CH2:47][C:48]1[CH:53]=[CH:52][CH:51]=[CH:50][CH:49]=1)[C:23](=[O:24])[C:8]1[CH:7]=[C:6]([NH:5][CH2:4][CH2:3][CH2:2][CH3:1])[C:11]([O:12][C:41]2[CH:46]=[CH:45][CH:44]=[CH:43][CH:42]=2)=[C:10]([S:19]([NH2:22])(=[O:20])=[O:21])[CH:9]=1)[C:56]1[CH:61]=[CH:60][CH:59]=[CH:58][CH:57]=1. The yield is 0.750. (4) The reactants are [CH2:1]([C:3]1[CH:4]=[N:5][C:6]([O:9][CH:10]2[CH2:15][CH2:14][CH:13]([C:16]([OH:18])=O)[CH2:12][CH2:11]2)=[N:7][CH:8]=1)[CH3:2].Cl.[CH3:20][S:21]([C:24]1[CH:29]=[CH:28][C:27]([CH2:30][NH2:31])=[CH:26][CH:25]=1)(=[O:23])=[O:22].C(Cl)CCl.C1C=CC2N(O)N=NC=2C=1.CCN(C(C)C)C(C)C. The catalyst is CN(C=O)C. The product is [CH2:1]([C:3]1[CH:8]=[N:7][C:6]([O:9][CH:10]2[CH2:11][CH2:12][CH:13]([C:16]([NH:31][CH2:30][C:27]3[CH:26]=[CH:25][C:24]([S:21]([CH3:20])(=[O:23])=[O:22])=[CH:29][CH:28]=3)=[O:18])[CH2:14][CH2:15]2)=[N:5][CH:4]=1)[CH3:2]. The yield is 0.690.